Dataset: Forward reaction prediction with 1.9M reactions from USPTO patents (1976-2016). Task: Predict the product of the given reaction. (1) Given the reactants [OH-].[K+].[CH2:3]([O:10][C:11]1[C:12]([CH:20]2[C:28]3[C:23](=[CH:24][CH:25]=[CH:26][CH:27]=3)[N:22]([CH2:29][C:30]3[O:31][C:32]([C:35]([F:38])([F:37])[F:36])=[CH:33][CH:34]=3)[C:21]2=[O:39])=[CH:13][C:14]2[O:18][CH2:17][O:16][C:15]=2[CH:19]=1)[C:4]1[CH:9]=[CH:8][CH:7]=[CH:6][CH:5]=1.Cl[CH2:41][O:42][CH2:43][C:44]1[CH:49]=[CH:48][CH:47]=[CH:46][CH:45]=1, predict the reaction product. The product is: [CH2:3]([O:10][C:11]1[C:12]([C@:20]2([CH2:41][O:42][CH2:43][C:44]3[CH:49]=[CH:48][CH:47]=[CH:46][CH:45]=3)[C:28]3[C:23](=[CH:24][CH:25]=[CH:26][CH:27]=3)[N:22]([CH2:29][C:30]3[O:31][C:32]([C:35]([F:38])([F:37])[F:36])=[CH:33][CH:34]=3)[C:21]2=[O:39])=[CH:13][C:14]2[O:18][CH2:17][O:16][C:15]=2[CH:19]=1)[C:4]1[CH:9]=[CH:8][CH:7]=[CH:6][CH:5]=1. (2) Given the reactants C[O:2][C:3]1([O:50]C)[C:11](=[O:12])[C:10]2[C:5](=[CH:6][CH:7]=[C:8]([C:13]3[CH:18]=[C:17]([C:19]4[CH:20]=[C:21]5[C:25](=[CH:26][CH:27]=4)[C:24](=[O:28])[C:23]([O:31]C)([O:29]C)[C:22]5=[O:33])[CH:16]=[C:15]([C:34]4[CH:35]=[C:36]5[C:40](=[CH:41][CH:42]=4)[C:39](=[O:43])[C:38]([O:46]C)([O:44]C)[C:37]5=[O:48])[CH:14]=3)[CH:9]=2)[C:4]1=[O:49].C(O)(=O)C.Br, predict the reaction product. The product is: [OH:31][C:23]1([OH:29])[C:22](=[O:33])[C:21]2[C:25](=[CH:26][CH:27]=[C:19]([C:17]3[CH:16]=[C:15]([C:34]4[CH:35]=[C:36]5[C:40](=[CH:41][CH:42]=4)[C:39](=[O:43])[C:38]([OH:46])([OH:44])[C:37]5=[O:48])[CH:14]=[C:13]([C:8]4[CH:9]=[C:10]5[C:5](=[CH:6][CH:7]=4)[C:4](=[O:49])[C:3]([OH:50])([OH:2])[C:11]5=[O:12])[CH:18]=3)[CH:20]=2)[C:24]1=[O:28]. (3) Given the reactants [C:1]1([C:7]2[NH:8][CH:9]=[C:10]([CH2:12][CH2:13][CH2:14][N:15]3C(=O)C4C(=CC=CC=4)C3=O)[N:11]=2)[CH:6]=[CH:5][CH:4]=[CH:3][CH:2]=1.O.NN, predict the reaction product. The product is: [C:1]1([C:7]2[NH:8][CH:9]=[C:10]([CH2:12][CH2:13][CH2:14][NH2:15])[N:11]=2)[CH:2]=[CH:3][CH:4]=[CH:5][CH:6]=1. (4) Given the reactants Br[C:2]1[CH:3]=[C:4]([C:11]2[O:15][CH:14]=[N:13][CH:12]=2)[CH:5]=[C:6]([N+:8]([O-:10])=[O:9])[CH:7]=1.[CH3:16][C:17]1(C)[C:21](C)(C)OB(C(C)=C)O1.O.C(=O)([O-])[O-].[K+].[K+], predict the reaction product. The product is: [N+:8]([C:6]1[CH:5]=[C:4]([C:11]2[O:15][CH:14]=[N:13][CH:12]=2)[CH:3]=[C:2]([C:17]([CH3:21])=[CH2:16])[CH:7]=1)([O-:10])=[O:9]. (5) Given the reactants [Cl:1][C:2]1[CH:7]=[CH:6][C:5]([C:8]2[S:17][C:11]3[C:12](=[O:16])[NH:13][CH:14]=[CH:15][C:10]=3[CH:9]=2)=[CH:4][CH:3]=1.Br[C:19]1[CH:24]=[CH:23][C:22]([NH:25][C:26](=[O:33])[CH2:27][N:28]2[CH2:32][CH2:31][CH2:30][CH2:29]2)=[C:21]([O:34][CH3:35])[CH:20]=1.C([O-])([O-])=O.[Cs+].[Cs+].CNCCNC.Cl.CCOCC, predict the reaction product. The product is: [ClH:1].[Cl:1][C:2]1[CH:3]=[CH:4][C:5]([C:8]2[S:17][C:11]3[C:12](=[O:16])[N:13]([C:19]4[CH:24]=[CH:23][C:22]([NH:25][C:26](=[O:33])[CH2:27][N:28]5[CH2:32][CH2:31][CH2:30][CH2:29]5)=[C:21]([O:34][CH3:35])[CH:20]=4)[CH:14]=[CH:15][C:10]=3[CH:9]=2)=[CH:6][CH:7]=1. (6) The product is: [C:20]([O:24][C:25](=[O:38])[C@H:26]([O:28][C:29]1[CH:34]=[CH:33][C:32]([CH2:35][NH:36][C:13]([C:12]2[C:11]([O:10][C:8]3[CH:7]=[CH:6][C:5]4=[N:1][O:2][N:3]=[C:4]4[CH:9]=3)=[N:19][CH:18]=[CH:17][CH:16]=2)=[O:15])=[C:31]([F:37])[CH:30]=1)[CH3:27])([CH3:21])([CH3:22])[CH3:23]. Given the reactants [N:1]1[O:2][N:3]=[C:4]2[CH:9]=[C:8]([O:10][C:11]3[N:19]=[CH:18][CH:17]=[CH:16][C:12]=3[C:13]([OH:15])=O)[CH:7]=[CH:6][C:5]=12.[C:20]([O:24][C:25](=[O:38])[C@H:26]([O:28][C:29]1[CH:34]=[CH:33][C:32]([CH2:35][NH2:36])=[C:31]([F:37])[CH:30]=1)[CH3:27])([CH3:23])([CH3:22])[CH3:21].O1C2C=CC(OC3N=CC=CC=3C(O)=O)=CC=2OC1.COC(=O)COC1C=CC(CN)=C(F)C=1, predict the reaction product. (7) Given the reactants Cl.C[N:3](C)CCCN=C=NCC.[C:13]([O:17][C:18]([NH:20][C@@H:21]([CH2:25][C:26]1[CH:31]=[CH:30][C:29]([OH:32])=[CH:28][CH:27]=1)[C:22](O)=[O:23])=[O:19])([CH3:16])([CH3:15])[CH3:14].ON1C2C=CC=CC=2N=N1.N.S([O-])(O)(=O)=O.[Na+], predict the reaction product. The product is: [C:13]([O:17][C:18](=[O:19])[NH:20][CH:21]([C:22](=[O:23])[NH2:3])[CH2:25][C:26]1[CH:31]=[CH:30][C:29]([OH:32])=[CH:28][CH:27]=1)([CH3:16])([CH3:15])[CH3:14].